From a dataset of Full USPTO retrosynthesis dataset with 1.9M reactions from patents (1976-2016). Predict the reactants needed to synthesize the given product. (1) Given the product [Cl:3][C:4]1[C:5]([C:25]2[CH:26]=[CH:27][C:28]([C:31]3[CH:36]=[CH:35][CH:34]=[C:33]([F:37])[CH:32]=3)=[CH:29][CH:30]=2)=[CH:6][C:7]2[N:11]=[C:10]([O:12][C:13]3[CH:14]=[CH:15][C:16]([CH3:23])=[C:17]([CH:22]=3)[C:18]([OH:20])=[O:19])[NH:9][C:8]=2[CH:24]=1, predict the reactants needed to synthesize it. The reactants are: [OH-].[Na+].[Cl:3][C:4]1[C:5]([C:25]2[CH:30]=[CH:29][C:28]([C:31]3[CH:36]=[CH:35][CH:34]=[C:33]([F:37])[CH:32]=3)=[CH:27][CH:26]=2)=[CH:6][C:7]2[N:11]=[C:10]([O:12][C:13]3[CH:14]=[CH:15][C:16]([CH3:23])=[C:17]([CH:22]=3)[C:18]([O:20]C)=[O:19])[NH:9][C:8]=2[CH:24]=1. (2) Given the product [F:1][C:2]1[CH:7]=[CH:6][CH:5]=[C:4]([F:8])[C:3]=1[N:9]1[C:14]2[N:15]=[C:16]([NH:50][CH2:49][CH2:48][NH:44][CH3:43])[N:17]=[C:18]([C:19]3[CH:20]=[C:21]([NH:26][C:27]([C:29]4[S:30][CH:31]=[CH:32][CH:33]=4)=[O:28])[CH:22]=[CH:23][C:24]=3[CH3:25])[C:13]=2[CH:12]=[CH:11][C:10]1=[O:38], predict the reactants needed to synthesize it. The reactants are: [F:1][C:2]1[CH:7]=[CH:6][CH:5]=[C:4]([F:8])[C:3]=1[N:9]1[C:14]2[N:15]=[C:16](S(C)(=O)=O)[N:17]=[C:18]([C:19]3[CH:20]=[C:21]([NH:26][C:27]([C:29]4[S:30][CH:31]=[CH:32][CH:33]=4)=[O:28])[CH:22]=[CH:23][C:24]=3[CH3:25])[C:13]=2[CH:12]=[CH:11][C:10]1=[O:38].CC([CH2:43][N:44]([CH2:48][CH2:49][NH2:50])C(=O)[O-])(C)C. (3) The reactants are: [CH3:1][C:2]1([CH3:15])[C:14]2[CH:9]3[NH:10][C:11](=[O:13])[CH2:12][CH:8]3[CH2:7][C:6]=2[CH2:5][CH2:4][CH2:3]1.[C:16](O[C:16]([O:18][C:19]([CH3:22])([CH3:21])[CH3:20])=[O:17])([O:18][C:19]([CH3:22])([CH3:21])[CH3:20])=[O:17].CCN(CC)CC. Given the product [CH3:1][C:2]1([CH3:15])[C:14]2[CH:9]3[N:10]([C:16]([O:18][C:19]([CH3:22])([CH3:21])[CH3:20])=[O:17])[C:11](=[O:13])[CH2:12][CH:8]3[CH2:7][C:6]=2[CH2:5][CH2:4][CH2:3]1, predict the reactants needed to synthesize it. (4) Given the product [N+:1]([C:4]1[CH:9]=[CH:8][CH:7]=[CH:6][C:5]=1[S:10]([N:13]1[CH2:19][CH2:18][CH2:17][N:16]2[N:20]=[C:21]([C:23]([NH:33][O:32][CH:27]3[CH2:28][CH2:29][CH2:30][CH2:31][O:26]3)=[O:24])[CH:22]=[C:15]2[CH2:14]1)(=[O:12])=[O:11])([O-:3])=[O:2], predict the reactants needed to synthesize it. The reactants are: [N+:1]([C:4]1[CH:9]=[CH:8][CH:7]=[CH:6][C:5]=1[S:10]([N:13]1[CH2:19][CH2:18][CH2:17][N:16]2[N:20]=[C:21]([C:23](O)=[O:24])[CH:22]=[C:15]2[CH2:14]1)(=[O:12])=[O:11])([O-:3])=[O:2].[O:26]1[CH2:31][CH2:30][CH2:29][CH2:28][CH:27]1[O:32][NH2:33].F[P-](F)(F)(F)(F)F.C[N+](C)=C(N(C)C)ON1C2N=CC=CC=2N=N1.CN1CCOCC1. (5) Given the product [CH:46]1([CH2:28][NH:26][C:7]([C:6]2[CH:5]=[C:4]([C:10]3[CH:15]=[CH:14][CH:13]=[CH:12][CH:11]=3)[N:3]([C:16]3[CH:21]=[CH:20][CH:19]=[CH:18][CH:17]=3)[C:2]=2[CH3:1])=[O:8])[CH2:51][CH2:50][CH2:49][CH2:48][CH2:47]1, predict the reactants needed to synthesize it. The reactants are: [CH3:1][C:2]1[N:3]([C:16]2[CH:21]=[CH:20][CH:19]=[CH:18][CH:17]=2)[C:4]([C:10]2[CH:15]=[CH:14][CH:13]=[CH:12][CH:11]=2)=[CH:5][C:6]=1[C:7](O)=[O:8].CN(C(F)=[N+:26]([CH3:28])C)C.F[P-](F)(F)(F)(F)F.CCN(C(C)C)C(C)C.[CH:46]1(NC)[CH2:51][CH2:50][CH2:49][CH2:48][CH2:47]1. (6) Given the product [C:14]1([CH2:13][N:20]2[CH2:2][C:3]3[C:4]([C:5]#[N:6])=[CH:7][CH:8]=[CH:9][C:10]=3[CH2:11]2)[CH:19]=[CH:18][CH:17]=[CH:16][CH:15]=1, predict the reactants needed to synthesize it. The reactants are: Br[CH2:2][C:3]1[C:10]([CH2:11]Br)=[CH:9][CH:8]=[CH:7][C:4]=1[C:5]#[N:6].[CH2:13]([NH2:20])[C:14]1[CH:19]=[CH:18][CH:17]=[CH:16][CH:15]=1.C(=O)([O-])[O-].[Na+].[Na+]. (7) Given the product [CH2:18]([CH:8]1[C:7](=[O:22])[N:6]([CH2:5][CH2:4][C:3]([OH:23])=[O:2])[C:11]2[CH:12]=[C:13]([CH3:17])[CH:14]=[C:15]([CH3:16])[C:10]=2[O:9]1)[CH2:19][CH2:20][CH3:21], predict the reactants needed to synthesize it. The reactants are: C[O:2][C:3](=[O:23])[CH2:4][CH2:5][N:6]1[C:11]2[CH:12]=[C:13]([CH3:17])[CH:14]=[C:15]([CH3:16])[C:10]=2[O:9][CH:8]([CH2:18][CH2:19][CH2:20][CH3:21])[C:7]1=[O:22].[OH-].[Na+].